From a dataset of Full USPTO retrosynthesis dataset with 1.9M reactions from patents (1976-2016). Predict the reactants needed to synthesize the given product. (1) The reactants are: OC1C(=O)C=CN(CC(F)(F)F)C=1C.C([O:22][C:23]1[C:24](=[O:37])[CH:25]=[C:26]([C:30]([OH:36])([OH:35])[C:31]([F:34])([F:33])[F:32])[N:27]([CH3:29])[CH:28]=1)C1C=CC=CC=1.Cl.[OH-].[Na+]. Given the product [OH:22][C:23]1[C:24](=[O:37])[CH:25]=[C:26]([C:30]([OH:35])([OH:36])[C:31]([F:32])([F:33])[F:34])[N:27]([CH3:29])[CH:28]=1, predict the reactants needed to synthesize it. (2) Given the product [CH:21]1([C@@H:24]([NH:26][C:2]2[N:7]=[C:6]([N:8]3[C@@H:12]([C:13]4[CH:18]=[CH:17][CH:16]=[CH:15][CH:14]=4)[CH2:11][O:10][C:9]3=[O:19])[C:5]([F:20])=[CH:4][N:3]=2)[CH3:25])[CH2:23][CH2:22]1, predict the reactants needed to synthesize it. The reactants are: Cl[C:2]1[N:7]=[C:6]([N:8]2[C@@H:12]([C:13]3[CH:18]=[CH:17][CH:16]=[CH:15][CH:14]=3)[CH2:11][O:10][C:9]2=[O:19])[C:5]([F:20])=[CH:4][N:3]=1.[CH:21]1([C@@H:24]([NH2:26])[CH3:25])[CH2:23][CH2:22]1.CCN(C(C)C)C(C)C. (3) Given the product [F:28][C:24]1[CH:25]=[CH:26][CH:27]=[C:2]([F:1])[C:3]=1[C:4]([NH:6][C:7]1[CH:11]=[CH:10][N:9]([CH2:12][C:13]2[CH:18]=[CH:17][C:16]([O:19][CH3:29])=[CH:15][C:14]=2[C:20]([F:23])([F:21])[F:22])[N:8]=1)=[O:5], predict the reactants needed to synthesize it. The reactants are: [F:1][C:2]1[CH:27]=[CH:26][CH:25]=[C:24]([F:28])[C:3]=1[C:4]([NH:6][C:7]1[CH:11]=[CH:10][N:9]([CH2:12][C:13]2[CH:18]=[CH:17][C:16]([OH:19])=[CH:15][C:14]=2[C:20]([F:23])([F:22])[F:21])[N:8]=1)=[O:5].[CH3:29]C(C)([O-])C.[K+].CI. (4) Given the product [Cl:8][C:6]1[CH:5]=[CH:4][C:3]([S:9][CH:13]([CH3:19])[CH3:14])=[C:2]([CH:7]=1)[NH2:1], predict the reactants needed to synthesize it. The reactants are: [NH2:1][C:2]1[CH:7]=[C:6]([Cl:8])[CH:5]=[CH:4][C:3]=1[SH:9].C(S[C:13]1[CH:19]=CC(F)=C[C:14]=1N)C.IC(C)C. (5) Given the product [CH3:18][C:15]1[CH:16]=[CH:17][C:12]([CH2:11][N:7]2[C:8]3[C:4](=[CH:3][C:2]([C:29]4[CH:28]=[CH:27][CH:26]=[C:25]([CH3:24])[CH:30]=4)=[CH:10][CH:9]=3)[CH:5]=[C:6]2[C:19]([O:21][CH2:22][CH3:23])=[O:20])=[CH:13][CH:14]=1, predict the reactants needed to synthesize it. The reactants are: Br[C:2]1[CH:3]=[C:4]2[C:8](=[CH:9][CH:10]=1)[N:7]([CH2:11][C:12]1[CH:17]=[CH:16][C:15]([CH3:18])=[CH:14][CH:13]=1)[C:6]([C:19]([O:21][CH2:22][CH3:23])=[O:20])=[CH:5]2.[CH3:24][C:25]1[CH:26]=[C:27](B(O)O)[CH:28]=[CH:29][CH:30]=1.